This data is from Catalyst prediction with 721,799 reactions and 888 catalyst types from USPTO. The task is: Predict which catalyst facilitates the given reaction. (1) Reactant: [C:1]([C:3]1[C:4]([C:18]([O:20]CC)=O)=[N:5][O:6][C:7]=1[C:8]1[CH:13]=[CH:12][C:11]([C:14]([F:17])([F:16])[F:15])=[CH:10][CH:9]=1)#[N:2].[CH:23]1([NH2:28])[CH2:27][CH2:26][CH2:25][CH2:24]1. Product: [C:1]([C:3]1[C:4]([C:18]([NH:28][CH:23]2[CH2:27][CH2:26][CH2:25][CH2:24]2)=[O:20])=[N:5][O:6][C:7]=1[C:8]1[CH:13]=[CH:12][C:11]([C:14]([F:17])([F:15])[F:16])=[CH:10][CH:9]=1)#[N:2]. The catalyst class is: 8. (2) Reactant: ClC(Cl)(Cl)[C:3]([N:5]=C=O)=[O:4].[NH2:10][C:11]1[NH:12][C:13]([C:19]2[CH:28]=[CH:27][C:26]3[C:21](=[CH:22][CH:23]=[CH:24][CH:25]=3)[CH:20]=2)=[CH:14][C:15]=1[C:16]([NH2:18])=[O:17].N.CO. Product: [NH2:5][C:3]([NH:10][C:11]1[NH:12][C:13]([C:19]2[CH:28]=[CH:27][C:26]3[C:21](=[CH:22][CH:23]=[CH:24][CH:25]=3)[CH:20]=2)=[CH:14][C:15]=1[C:16]([NH2:18])=[O:17])=[O:4]. The catalyst class is: 7. (3) Reactant: [CH3:1][O:2][C:3]1[C:8]([C:9]2[CH:10]=[C:11]([NH:14][C:15]3[CH:20]=[N:19][CH:18]=[C:17]([O:21][C@@H:22]4[CH2:27][CH2:26][CH2:25][NH:24][CH2:23]4)[N:16]=3)[NH:12][N:13]=2)=[CH:7][CH:6]=[C:5]([CH3:28])[N:4]=1.[C:29]([OH:34])(=[O:33])[C:30]([OH:32])=[O:31]. Product: [C:29]([OH:34])(=[O:33])[C:30]([OH:32])=[O:31].[CH3:1][O:2][C:3]1[C:8]([C:9]2[CH:10]=[C:11]([NH:14][C:15]3[CH:20]=[N:19][CH:18]=[C:17]([O:21][C@@H:22]4[CH2:27][CH2:26][CH2:25][NH:24][CH2:23]4)[N:16]=3)[NH:12][N:13]=2)=[CH:7][CH:6]=[C:5]([CH3:28])[N:4]=1.[CH3:1][O:2][C:3]1[C:8]([C:9]2[CH:10]=[C:11]([NH:14][C:15]3[CH:20]=[N:19][CH:18]=[C:17]([O:21][C@@H:22]4[CH2:27][CH2:26][CH2:25][NH:24][CH2:23]4)[N:16]=3)[NH:12][N:13]=2)=[CH:7][CH:6]=[C:5]([CH3:28])[N:4]=1. The catalyst class is: 98. (4) Reactant: C1C=CC(C2C=CC=CC=2)=CC=1.C1C=CC(OC2C=CC=CC=2)=CC=1.[Cl:26][C:27]1[CH:32]=[CH:31][C:30]([C:33]([F:36])([F:35])[F:34])=[CH:29][C:28]=1[NH:37][CH:38]=[C:39]([C:45](OCC)=[O:46])[C:40]([O:42][CH2:43][CH3:44])=[O:41]. Product: [Cl:26][C:27]1[CH:32]=[CH:31][C:30]([C:33]([F:34])([F:35])[F:36])=[C:29]2[C:28]=1[NH:37][CH:38]=[C:39]([C:40]([O:42][CH2:43][CH3:44])=[O:41])[C:45]2=[O:46]. The catalyst class is: 81.